This data is from Catalyst prediction with 721,799 reactions and 888 catalyst types from USPTO. The task is: Predict which catalyst facilitates the given reaction. (1) Reactant: [C:1]([NH:8][C@@H:9]([C:14]([OH:16])=O)[C:10]([CH3:13])([CH3:12])[CH3:11])([O:3][C:4]([CH3:7])([CH3:6])[CH3:5])=[O:2].C1C=CC2N(O)N=NC=2C=1.CCN=C=NCCCN(C)C.[CH3:38][C:39]1[N:43]2[C:44](=[O:55])[N:45]([CH2:47][CH2:48][CH:49]3[CH2:54][CH2:53][NH:52][CH2:51][CH2:50]3)[CH2:46][C:42]2=[CH:41][N:40]=1. Product: [CH3:13][C:10]([CH3:11])([CH3:12])[C@@H:9]([NH:8][C:1](=[O:2])[O:3][C:4]([CH3:5])([CH3:6])[CH3:7])[C:14]([N:52]1[CH2:53][CH2:54][CH:49]([CH2:48][CH2:47][N:45]2[CH2:46][C:42]3=[CH:41][N:40]=[C:39]([CH3:38])[N:43]3[C:44]2=[O:55])[CH2:50][CH2:51]1)=[O:16]. The catalyst class is: 347. (2) Reactant: [OH:1][C:2]1[CH:3]=[N:4][C:5]2[C:10]([C:11]=1[C:12]([O:14][CH3:15])=[O:13])=[CH:9][CH:8]=[CH:7][CH:6]=2.[C:16](=O)([O-])[O-].[K+].[K+].CI. Product: [CH3:16][O:1][C:2]1[CH:3]=[N:4][C:5]2[C:10]([C:11]=1[C:12]([O:14][CH3:15])=[O:13])=[CH:9][CH:8]=[CH:7][CH:6]=2. The catalyst class is: 95.